Dataset: Reaction yield outcomes from USPTO patents with 853,638 reactions. Task: Predict the reaction yield, written as a fraction of the theoretical maximum amount of product (1.0 means a 100% yield; for example, 0.34 means a 34% yield). (1) The reactants are [Si:1]([O:8][CH2:9][C:10]1[C:15]([Cl:16])=[CH:14][C:13]([C:17]2(O)[CH2:22][CH2:21][N:20]([C:23]([O:25][C:26]([CH3:29])([CH3:28])[CH3:27])=[O:24])[CH2:19][CH2:18]2)=[CH:12][N:11]=1)([C:4]([CH3:7])([CH3:6])[CH3:5])([CH3:3])[CH3:2].C(N(S(F)(F)[F:37])CC)C.O. The catalyst is ClCCl. The product is [Si:1]([O:8][CH2:9][C:10]1[C:15]([Cl:16])=[CH:14][C:13]([C:17]2([F:37])[CH2:22][CH2:21][N:20]([C:23]([O:25][C:26]([CH3:29])([CH3:28])[CH3:27])=[O:24])[CH2:19][CH2:18]2)=[CH:12][N:11]=1)([C:4]([CH3:7])([CH3:6])[CH3:5])([CH3:3])[CH3:2]. The yield is 0.680. (2) The reactants are [CH3:1][O:2][C:3]1[CH:4]=[C:5]([S:11](Cl)(=[O:13])=[O:12])[CH:6]=[CH:7][C:8]=1[O:9][CH3:10].C(N(CC)CC)C.[CH2:22]([NH2:28])[CH2:23][CH2:24][CH2:25][CH2:26][CH3:27]. The catalyst is C(OCC)(=O)C. The product is [CH2:22]([NH:28][S:11]([C:5]1[CH:6]=[CH:7][C:8]([O:9][CH3:10])=[C:3]([O:2][CH3:1])[CH:4]=1)(=[O:13])=[O:12])[CH2:23][CH2:24][CH2:25][CH2:26][CH3:27]. The yield is 0.750. (3) The reactants are [CH2:1]1[C:9]2[C:4](=[CH:5][CH:6]=[CH:7][CH:8]=2)[CH2:3][C:2]1=O.[C:11]1([Mg]Br)[CH:16]=[CH:15][CH:14]=[CH:13][CH:12]=1.O.Cl. The catalyst is C1C=CC=CC=1.C1(C)C=CC(S(O)(=O)=O)=CC=1. The product is [C:11]1([C:2]2[CH2:3][C:4]3[C:9]([CH:1]=2)=[CH:8][CH:7]=[CH:6][CH:5]=3)[CH:16]=[CH:15][CH:14]=[CH:13][CH:12]=1. The yield is 0.643. (4) The reactants are [H-].[Na+].[CH:3]1([S:6]([NH2:9])(=[O:8])=[O:7])[CH2:5][CH2:4]1.[CH3:10][CH:11]1[O:16][CH:15]([CH3:17])[CH2:14][N:13]([C:18]2[CH:19]=[C:20]([CH:24]3[C:33]([CH3:35])([CH3:34])[CH2:32][C:31]4[C:26](=[CH:27][CH:28]=[C:29]([C:36](O)=[O:37])[CH:30]=4)[NH:25]3)[CH:21]=[CH:22][CH:23]=2)[CH2:12]1.C(N1C=CN=C1)(N1C=CN=C1)=O. The catalyst is CN(C)C=O. The product is [CH3:10][CH:11]1[O:16][CH:15]([CH3:17])[CH2:14][N:13]([C:18]2[CH:19]=[C:20]([CH:24]3[C:33]([CH3:35])([CH3:34])[CH2:32][C:31]4[C:26](=[CH:27][CH:28]=[C:29]([C:36]([NH:9][S:6]([CH:3]5[CH2:5][CH2:4]5)(=[O:8])=[O:7])=[O:37])[CH:30]=4)[NH:25]3)[CH:21]=[CH:22][CH:23]=2)[CH2:12]1. The yield is 0.300. (5) The reactants are [Cl:1][C:2]1[CH:23]=[C:22]([Cl:24])[CH:21]=[CH:20][C:3]=1[C:4]([C:6]1[C:7]2[CH:15]=[C:14]([C:16]([O:18][CH3:19])=[O:17])[CH:13]=[CH:12][C:8]=2[S:9][C:10]=1[CH3:11])=[O:5].[BH4-].[Na+].O. The catalyst is O1CCCC1.CO. The product is [Cl:1][C:2]1[CH:23]=[C:22]([Cl:24])[CH:21]=[CH:20][C:3]=1[CH:4]([OH:5])[C:6]1[C:7]2[CH:15]=[C:14]([C:16]([O:18][CH3:19])=[O:17])[CH:13]=[CH:12][C:8]=2[S:9][C:10]=1[CH3:11]. The yield is 0.960. (6) The reactants are [S:1]1[CH:5]=[CH:4][CH:3]=[C:2]1[CH2:6][C:7]([OH:9])=O.C1C=NC2N(O)N=NC=2C=1.CCN(C(C)C)C(C)C.[CH3:29][O:30][C:31](=[O:47])[C:32]1[CH:37]=[CH:36][C:35]([NH:38][C@@H:39]2[CH2:44][CH2:43][CH2:42][CH2:41][C@H:40]2[CH3:45])=[C:34]([NH2:46])[CH:33]=1.Cl. The catalyst is CN(C=O)C.O.C(Cl)CCl. The product is [CH3:29][O:30][C:31](=[O:47])[C:32]1[CH:37]=[CH:36][C:35]([NH:38][C@@H:39]2[CH2:44][CH2:43][CH2:42][CH2:41][C@H:40]2[CH3:45])=[C:34]([NH:46][C:7](=[O:9])[CH2:6][C:2]2[S:1][CH:5]=[CH:4][CH:3]=2)[CH:33]=1. The yield is 0.860.